The task is: Predict the reactants needed to synthesize the given product.. This data is from Full USPTO retrosynthesis dataset with 1.9M reactions from patents (1976-2016). Given the product [CH2:43]([NH:1][C:2]1[CH:7]=[CH:6][CH:5]=[CH:4][C:3]=1[NH:8][C:9](=[O:42])[CH:10]([CH2:31][C:32]1[CH:40]=[C:39]([CH3:41])[CH:38]2[CH:34]([CH:35]=[N:36][NH:37]2)[CH:33]=1)[CH2:11][C:12](=[O:30])[N:13]1[CH2:14][CH2:15][CH:16]([N:19]2[CH2:28][C:27]3[C:22](=[CH:23][CH:24]=[CH:25][CH:26]=3)[NH:21][C:20]2=[O:29])[CH2:17][CH2:18]1)[CH3:44], predict the reactants needed to synthesize it. The reactants are: [NH2:1][C:2]1[CH:7]=[CH:6][CH:5]=[CH:4][C:3]=1[NH:8][C:9](=[O:42])[CH:10]([CH2:31][C:32]1[CH:40]=[C:39]([CH3:41])[CH:38]2[CH:34]([CH:35]=[N:36][NH:37]2)[CH:33]=1)[CH2:11][C:12](=[O:30])[N:13]1[CH2:18][CH2:17][CH:16]([N:19]2[CH2:28][C:27]3[C:22](=[CH:23][CH:24]=[CH:25][CH:26]=3)[NH:21][C:20]2=[O:29])[CH2:15][CH2:14]1.[CH:43](=O)[CH3:44].[BH4-].[Na+].